From a dataset of Reaction yield outcomes from USPTO patents with 853,638 reactions. Predict the reaction yield, written as a fraction of the theoretical maximum amount of product (1.0 means a 100% yield; for example, 0.34 means a 34% yield). (1) The reactants are [Cl:1][C:2]1[CH:3]=[C:4](B(O)O)[CH:5]=[C:6]([Cl:8])[CH:7]=1.C(=O)([O-])[O-].[K+].[K+].Br[C:19]([C:21]([F:24])([F:23])[F:22])=[CH2:20].COC(C)(C)C. The catalyst is C1COCC1.O.C(OCC)(=O)C. The product is [Cl:1][C:2]1[CH:3]=[C:4]([C:19]([C:21]([F:24])([F:23])[F:22])=[CH2:20])[CH:5]=[C:6]([Cl:8])[CH:7]=1. The yield is 0.830. (2) The reactants are [CH2:1]([C:3]1[N:7]([C:8]2[N:16]=[C:15]3[C:11]([N:12]=[C:13]([CH:18]4[CH2:21][N:20](C(OC(C)(C)C)=O)[CH2:19]4)[N:14]3[CH3:17])=[C:10]([N:29]3[CH2:34][CH2:33][O:32][CH2:31][CH2:30]3)[N:9]=2)[C:6]2[CH:35]=[CH:36][CH:37]=[CH:38][C:5]=2[N:4]=1)[CH3:2].C(O)(C(F)(F)F)=O. The catalyst is C(Cl)Cl. The product is [NH:20]1[CH2:19][CH:18]([C:13]2[N:14]([CH3:17])[C:15]3[C:11]([N:12]=2)=[C:10]([N:29]2[CH2:30][CH2:31][O:32][CH2:33][CH2:34]2)[N:9]=[C:8]([N:7]2[C:6]4[CH:35]=[CH:36][CH:37]=[CH:38][C:5]=4[N:4]=[C:3]2[CH2:1][CH3:2])[N:16]=3)[CH2:21]1. The yield is 0.850. (3) The reactants are [Cl:1][S:2]([OH:5])(=O)=[O:3].[NH:6]1[C:14]2[C:9](=[CH:10][CH:11]=[CH:12][CH:13]=2)[CH2:8][C:7]1=[O:15]. The catalyst is O. The product is [Cl:1][S:2]([C:11]1[CH:10]=[C:9]2[C:14](=[CH:13][CH:12]=1)[NH:6][C:7](=[O:15])[CH2:8]2)(=[O:5])=[O:3]. The yield is 0.500. (4) The product is [F:1][C:2]1[CH:3]=[C:4]2[C:8](=[CH:9][CH:10]=1)[NH:7][C:6](=[O:11])[C:5]2=[C:12]1[C:20]2[C:15](=[CH:16][C:17]([CH2:21][N:29]3[CH2:30][CH2:31][CH:26]([OH:25])[CH2:27][CH2:28]3)=[CH:18][CH:19]=2)[C:14]([CH3:24])([CH3:23])[O:13]1. The catalyst is CN(C=O)C. The yield is 0.200. The reactants are [F:1][C:2]1[CH:3]=[C:4]2[C:8](=[CH:9][CH:10]=1)[NH:7][C:6](=[O:11])[C:5]2=[C:12]1[C:20]2[C:15](=[CH:16][C:17]([CH:21]=O)=[CH:18][CH:19]=2)[C:14]([CH3:24])([CH3:23])[O:13]1.[OH:25][CH:26]1[CH2:31][CH2:30][NH:29][CH2:28][CH2:27]1.C(O)(=O)C.C(O[BH-](OC(=O)C)OC(=O)C)(=O)C. (5) The reactants are [CH3:1][O:2][C:3](=[O:18])[CH2:4][S:5]([C:8]1[C:17]2[C:12](=[CH:13][CH:14]=[CH:15][CH:16]=2)[CH:11]=[CH:10][CH:9]=1)(=[O:7])=[O:6].C[O-].[Na+].[C:22]1(=[O:28])[CH2:27][CH2:26][CH2:25][CH:24]=[CH:23]1. The catalyst is CO.[NH4+].[Cl-]. The product is [CH3:1][O:2][C:3](=[O:18])[CH:4]([S:5]([C:8]1[C:17]2[C:12](=[CH:13][CH:14]=[CH:15][CH:16]=2)[CH:11]=[CH:10][CH:9]=1)(=[O:6])=[O:7])[CH:24]1[CH2:25][CH2:26][CH2:27][C:22](=[O:28])[CH2:23]1. The yield is 0.480. (6) The reactants are [F:1][C:2]1[CH:10]=[CH:9][C:5]([C:6]([OH:8])=O)=[CH:4][C:3]=1[O:11][CH3:12].CN(C(O[N:21]1N=N[C:23]2C=CC=N[C:22]1=2)=[N+](C)C)C.F[P-](F)(F)(F)(F)F.COC(OC)CN.OS(O)(=O)=O.[OH-].[Na+]. The catalyst is S1(CCCC1)(=O)=O. The product is [F:1][C:2]1[CH:10]=[C:9]2[C:5](=[CH:4][C:3]=1[O:11][CH3:12])[C:6](=[O:8])[NH:21][CH:22]=[CH:23]2. The yield is 0.890.